Dataset: Full USPTO retrosynthesis dataset with 1.9M reactions from patents (1976-2016). Task: Predict the reactants needed to synthesize the given product. (1) Given the product [C:42]([OH:49])(=[O:48])[CH2:43][CH2:44][C:45]([OH:47])=[O:46].[CH2:16]([N:19]([CH2:23][CH2:24][C:25]1[CH:26]=[CH:27][C:28]2[O:33][CH2:32][CH2:31][N:30]([S:11]([C:1]3[C:10]4[C:5](=[CH:6][CH:7]=[CH:8][CH:9]=4)[CH:4]=[CH:3][CH:2]=3)(=[O:13])=[O:12])[C:29]=2[CH:34]=1)[CH2:20][CH2:21][CH3:22])[CH2:17][CH3:18], predict the reactants needed to synthesize it. The reactants are: [C:1]1([S:11](Cl)(=[O:13])=[O:12])[C:10]2[C:5](=[CH:6][CH:7]=[CH:8][CH:9]=2)[CH:4]=[CH:3][CH:2]=1.Cl.[CH2:16]([N:19]([CH2:23][CH2:24][C:25]1[CH:26]=[CH:27][C:28]2[O:33][CH2:32][CH2:31][NH:30][C:29]=2[CH:34]=1)[CH2:20][CH2:21][CH3:22])[CH2:17][CH3:18].C(N(CC)CC)C.[C:42]([OH:49])(=[O:48])[CH2:43][CH2:44][C:45]([OH:47])=[O:46]. (2) The reactants are: [Cl:1][C:2]1[CH:7]=[CH:6][C:5]([C:8]2[N:13]=[C:12]([NH2:14])[CH:11]=[N:10][C:9]=2[O:15][CH2:16][C:17]([F:20])([F:19])[F:18])=[CH:4][CH:3]=1.Cl.[C:22](Cl)(=[O:29])[C:23]1[CH:28]=[CH:27][CH:26]=[N:25][CH:24]=1. Given the product [Cl:1][C:2]1[CH:7]=[CH:6][C:5]([C:8]2[N:13]=[C:12]([NH:14][C:22](=[O:29])[C:23]3[CH:28]=[CH:27][CH:26]=[N:25][CH:24]=3)[CH:11]=[N:10][C:9]=2[O:15][CH2:16][C:17]([F:18])([F:20])[F:19])=[CH:4][CH:3]=1, predict the reactants needed to synthesize it. (3) The reactants are: [F:1][C:2]([F:15])([F:14])[C:3]1[CH:8]=[CH:7][C:6](/[CH:9]=[CH:10]/[C:11]([NH2:13])=[O:12])=[CH:5][CH:4]=1.Cl[CH2:17][C:18]([CH2:20]Cl)=O.C1(C)C=CC=CC=1.C(=O)([O-])[O-:30].[K+].[K+]. Given the product [OH:30][CH2:17][C:18]1[N:13]=[C:11](/[CH:10]=[CH:9]/[C:6]2[CH:5]=[CH:4][C:3]([C:2]([F:14])([F:15])[F:1])=[CH:8][CH:7]=2)[O:12][CH:20]=1, predict the reactants needed to synthesize it.